From a dataset of Peptide-MHC class II binding affinity with 134,281 pairs from IEDB. Regression. Given a peptide amino acid sequence and an MHC pseudo amino acid sequence, predict their binding affinity value. This is MHC class II binding data. (1) The peptide sequence is NFKVAATAANAAPAN. The MHC is DRB1_0901 with pseudo-sequence DRB1_0901. The binding affinity (normalized) is 0.415. (2) The peptide sequence is APYVAWMRATAIQAE. The binding affinity (normalized) is 0.674. The MHC is HLA-DQA10501-DQB10301 with pseudo-sequence HLA-DQA10501-DQB10301.